This data is from Forward reaction prediction with 1.9M reactions from USPTO patents (1976-2016). The task is: Predict the product of the given reaction. Given the reactants C(OC([NH:8][CH2:9][C:10]([O:12][C@H:13]1[CH2:17][CH2:16][CH2:15][C@@H:14]1[NH:18][C:19]1[CH:24]=[C:23]([N:25]2[C:33]3[CH2:32][C:31]([CH3:35])([CH3:34])[CH2:30][C:29](=[O:36])[C:28]=3[C:27]([C:37]([F:40])([F:39])[F:38])=[N:26]2)[CH:22]=[CH:21][C:20]=1[C:41](=[O:43])[NH2:42])=[O:11])=O)(C)(C)C.FC(F)(F)C(O)=O.C1(C)C=CC=CC=1.[CH3:58][S:59]([OH:62])(=[O:61])=[O:60], predict the reaction product. The product is: [CH3:58][S:59]([OH:62])(=[O:61])=[O:60].[NH2:8][CH2:9][C:10]([O:12][C@H:13]1[CH2:17][CH2:16][CH2:15][C@@H:14]1[NH:18][C:19]1[CH:24]=[C:23]([N:25]2[C:33]3[CH2:32][C:31]([CH3:34])([CH3:35])[CH2:30][C:29](=[O:36])[C:28]=3[C:27]([C:37]([F:38])([F:40])[F:39])=[N:26]2)[CH:22]=[CH:21][C:20]=1[C:41](=[O:43])[NH2:42])=[O:11].